This data is from Forward reaction prediction with 1.9M reactions from USPTO patents (1976-2016). The task is: Predict the product of the given reaction. The product is: [Cl:1][C:2]1[CH:3]=[CH:4][C:5]([C:28]([F:30])([F:31])[F:29])=[C:6]([CH:27]=1)[CH2:7][N:8]1[CH2:13][CH2:12][NH:11][C:10]2[N:14]=[CH:15][C:16]([C:18]3[CH:19]=[C:20]([C:21]([N:43]4[CH2:44][CH2:45][N:40]([CH2:32][CH2:33][C:34]5[CH:39]=[CH:38][CH:37]=[CH:36][CH:35]=5)[CH2:41][CH2:42]4)=[O:22])[CH:24]=[CH:25][CH:26]=3)=[CH:17][C:9]1=2. Given the reactants [Cl:1][C:2]1[CH:3]=[CH:4][C:5]([C:28]([F:31])([F:30])[F:29])=[C:6]([CH:27]=1)[CH2:7][N:8]1[CH2:13][CH2:12][NH:11][C:10]2[N:14]=[CH:15][C:16]([C:18]3[CH:19]=[C:20]([CH:24]=[CH:25][CH:26]=3)[C:21](O)=[O:22])=[CH:17][C:9]1=2.[CH2:32]([N:40]1[CH2:45][CH2:44][NH:43][CH2:42][CH2:41]1)[CH2:33][C:34]1[CH:39]=[CH:38][CH:37]=[CH:36][CH:35]=1, predict the reaction product.